Dataset: TCR-epitope binding with 47,182 pairs between 192 epitopes and 23,139 TCRs. Task: Binary Classification. Given a T-cell receptor sequence (or CDR3 region) and an epitope sequence, predict whether binding occurs between them. (1) The epitope is GTSGSPIINR. The TCR CDR3 sequence is CASSLRVGELFF. Result: 0 (the TCR does not bind to the epitope). (2) The epitope is YFPLQSYGF. The TCR CDR3 sequence is CASSFSAGEQYF. Result: 1 (the TCR binds to the epitope). (3) Result: 0 (the TCR does not bind to the epitope). The TCR CDR3 sequence is CASSPLGTSGTSSYNEQFF. The epitope is ISPRTLNAW. (4) The epitope is VSFIEFVGW. The TCR CDR3 sequence is CASSFLAGTDTQYF. Result: 0 (the TCR does not bind to the epitope). (5) The epitope is YLDAYNMMI. The TCR CDR3 sequence is CASSQDPWDRTYQETQYF. Result: 0 (the TCR does not bind to the epitope).